From a dataset of Forward reaction prediction with 1.9M reactions from USPTO patents (1976-2016). Predict the product of the given reaction. Given the reactants [H-].[Na+].[F:3][C:4]1[CH:9]=[CH:8][C:7]([N:10]2[C:14]([CH2:15][OH:16])=[C:13]([CH3:17])[N:12]=[N:11]2)=[CH:6][CH:5]=1.[Cl:18][C:19]1[N:20]=[N:21][C:22](Cl)=[CH:23][CH:24]=1, predict the reaction product. The product is: [Cl:18][C:19]1[N:20]=[N:21][C:22]([O:16][CH2:15][C:14]2[N:10]([C:7]3[CH:6]=[CH:5][C:4]([F:3])=[CH:9][CH:8]=3)[N:11]=[N:12][C:13]=2[CH3:17])=[CH:23][CH:24]=1.